This data is from Catalyst prediction with 721,799 reactions and 888 catalyst types from USPTO. The task is: Predict which catalyst facilitates the given reaction. (1) Reactant: Cl.[CH3:2][C:3]1[C:11]([C:12](=[S:14])[NH2:13])=[C:6]2[CH:7]=[CH:8][CH:9]=[CH:10][N:5]2[N:4]=1.Cl[CH:16]([C:21](OC)=[O:22])[C:17]([O:19][CH3:20])=[O:18]. Product: [OH:22][C:21]1[N:13]=[C:12]([C:11]2[C:3]([CH3:2])=[N:4][N:5]3[CH:10]=[CH:9][CH:8]=[CH:7][C:6]=23)[S:14][C:16]=1[C:17]([O:19][CH3:20])=[O:18]. The catalyst class is: 41. (2) The catalyst class is: 7. Product: [O:41]1[CH:40]=[CH:39][C:43]([CH:44]([C:23]2[N:22]([S:19]([C:13]3[CH:18]=[CH:17][CH:16]=[CH:15][CH:14]=3)(=[O:21])=[O:20])[C:26]3=[CH:27][N:28]=[CH:29][CH:30]=[C:25]3[CH:24]=2)[OH:45])=[CH:42]1. Reactant: C(NC(C)C)(C)C.C([Li])CCC.[C:13]1([S:19]([N:22]2[C:26]3=[CH:27][N:28]=[CH:29][CH:30]=[C:25]3[CH:24]=[CH:23]2)(=[O:21])=[O:20])[CH:18]=[CH:17][CH:16]=[CH:15][CH:14]=1.CN(C)CCN(C)C.[CH:39]1[C:43]([CH:44]=[O:45])=[CH:42][O:41][CH:40]=1.[Cl-].[NH4+]. (3) Reactant: Br[CH2:2][C:3]1[C:12]2[C:7](=[CH:8][CH:9]=[CH:10][CH:11]=2)[NH:6][C:5](=[O:13])[CH:4]=1.[O:14]1[CH:18]=[CH:17][CH:16]=[C:15]1[CH2:19][NH:20][C:21]1[CH:26]=[CH:25][CH:24]=[CH:23][CH:22]=1.C([O-])([O-])=O.[K+].[K+]. Product: [O:14]1[CH:18]=[CH:17][CH:16]=[C:15]1[CH2:19][N:20]([CH2:2][C:3]1[C:12]2[C:7](=[CH:8][CH:9]=[CH:10][CH:11]=2)[NH:6][C:5](=[O:13])[CH:4]=1)[C:21]1[CH:22]=[CH:23][CH:24]=[CH:25][CH:26]=1. The catalyst class is: 3. (4) Reactant: [F-].C([N+](CCCC)(CCCC)CCCC)CCC.[C:19]([NH:22][C:23]1[C:32]([C:33]2[CH:37]=[CH:36][O:35][C:34]=2[CH2:38][O:39][Si](C(C)(C)C)(C)C)=[CH:31][CH:30]=[C:29]([NH:47][C:48](=[O:53])[C:49]([CH3:52])([CH3:51])[CH3:50])[C:24]=1[C:25]([O:27][CH3:28])=[O:26])(=[O:21])[CH3:20]. Product: [C:19]([NH:22][C:23]1[C:32]([C:33]2[CH:37]=[CH:36][O:35][C:34]=2[CH2:38][OH:39])=[CH:31][CH:30]=[C:29]([NH:47][C:48](=[O:53])[C:49]([CH3:52])([CH3:51])[CH3:50])[C:24]=1[C:25]([O:27][CH3:28])=[O:26])(=[O:21])[CH3:20]. The catalyst class is: 1. (5) Reactant: C(NC[N:6]([C:23]1[CH:28]=[CH:27][CH:26]=[CH:25][N:24]=1)[C:7]1[S:8][C:9]([CH3:22])=[C:10]([C:12]2[CH:13]=[N:14][N:15]([CH2:17][NH:18][C:19](=[O:21])[CH3:20])[CH:16]=2)[N:11]=1)(=O)C. Product: [CH3:22][C:9]1[S:8][C:7]([NH:6][C:23]2[CH:28]=[CH:27][CH:26]=[CH:25][N:24]=2)=[N:11][C:10]=1[C:12]1[CH:13]=[N:14][N:15]([CH2:17][NH:18][C:19](=[O:21])[CH3:20])[CH:16]=1. The catalyst class is: 33. (6) Reactant: C([Mg]Cl)(C)C.[CH2:6]([O:10]C1CCCCO1)[CH2:7][C:8]#[CH:9].[CH2:17]([N:24]=[N+:25]=[N-:26])[C:18]1[CH:23]=[CH:22][CH:21]=[CH:20][CH:19]=1. Product: [CH2:17]([N:24]1[C:8]([CH2:7][CH2:6][OH:10])=[CH:9][N:26]=[N:25]1)[C:18]1[CH:23]=[CH:22][CH:21]=[CH:20][CH:19]=1. The catalyst class is: 7. (7) Reactant: [N+:1]([C:4]1[CH:20]=[CH:19][C:7]([C:8]([NH:10][C:11]([CH2:14][C:15]([CH3:18])([CH3:17])[CH3:16])([CH3:13])[CH3:12])=[O:9])=[CH:6][CH:5]=1)([O-])=O.O.[H][H]. The catalyst class is: 78. Product: [NH2:1][C:4]1[CH:20]=[CH:19][C:7]([C:8]([NH:10][C:11]([CH2:14][C:15]([CH3:18])([CH3:17])[CH3:16])([CH3:12])[CH3:13])=[O:9])=[CH:6][CH:5]=1. (8) The catalyst class is: 12. Product: [NH2:1][C:2]1[N:7]=[C:6]([N:8]2[CH2:30][CH2:29][C:11]3([CH2:15][N:14]([C:16]([O:18][CH2:19][C:20]4[CH:25]=[CH:24][CH:23]=[CH:22][CH:21]=4)=[O:17])[C@H:13]([C:26]([OH:28])=[O:27])[CH2:12]3)[CH2:10][CH2:9]2)[CH:5]=[C:4]([O:31][C@@H:32]([C:37]2[CH:42]=[CH:41][C:40]([C:56]3[CH:55]=[CH:54][CH:53]=[C:52]([O:51][CH3:50])[CH:57]=3)=[CH:39][CH:38]=2)[C:33]([F:36])([F:35])[F:34])[N:3]=1. Reactant: [NH2:1][C:2]1[N:7]=[C:6]([N:8]2[CH2:30][CH2:29][C:11]3([CH2:15][N:14]([C:16]([O:18][CH2:19][C:20]4[CH:25]=[CH:24][CH:23]=[CH:22][CH:21]=4)=[O:17])[C@H:13]([C:26]([OH:28])=[O:27])[CH2:12]3)[CH2:10][CH2:9]2)[CH:5]=[C:4]([O:31][C@H:32]([C:37]2[CH:42]=[CH:41][C:40](Br)=[CH:39][CH:38]=2)[C:33]([F:36])([F:35])[F:34])[N:3]=1.C([O-])([O-])=O.[Na+].[Na+].[CH3:50][O:51][C:52]1[CH:53]=[C:54](B(O)O)[CH:55]=[CH:56][CH:57]=1.